Dataset: Catalyst prediction with 721,799 reactions and 888 catalyst types from USPTO. Task: Predict which catalyst facilitates the given reaction. (1) Product: [NH2:1][CH:4]([C:6]1[N:7]=[C:8]2[S:23][CH:22]=[C:21]([CH3:24])[N:9]2[C:10](=[O:20])[C:11]=1[C:12]1[CH:17]=[C:16]([F:18])[CH:15]=[CH:14][C:13]=1[F:19])[CH3:5]. The catalyst class is: 7. Reactant: [N:1]([CH:4]([C:6]1[N:7]=[C:8]2[S:23][CH:22]=[C:21]([CH3:24])[N:9]2[C:10](=[O:20])[C:11]=1[C:12]1[CH:17]=[C:16]([F:18])[CH:15]=[CH:14][C:13]=1[F:19])[CH3:5])=[N+]=[N-].CP(C)C. (2) Reactant: C(CC([N:6]1[CH2:9][CH:8]([O:10][C:11]2[CH:16]=[C:15]([CH3:17])[C:14]([C:18]3[CH:23]=[CH:22][CH:21]=[C:20]([CH2:24][O:25][C:26]4[CH:39]=[CH:38][C:29]5[C@H:30]([CH2:33][C:34]([O:36]C)=[O:35])[CH2:31][O:32][C:28]=5[CH:27]=4)[CH:19]=3)=[C:13]([CH3:40])[CH:12]=2)[CH2:7]1)=O)#N.[OH-].[Li+]. Product: [NH:6]1[CH2:9][CH:8]([O:10][C:11]2[CH:12]=[C:13]([CH3:40])[C:14]([C:18]3[CH:23]=[CH:22][CH:21]=[C:20]([CH2:24][O:25][C:26]4[CH:39]=[CH:38][C:29]5[C@H:30]([CH2:33][C:34]([OH:36])=[O:35])[CH2:31][O:32][C:28]=5[CH:27]=4)[CH:19]=3)=[C:15]([CH3:17])[CH:16]=2)[CH2:7]1. The catalyst class is: 83. (3) The catalyst class is: 9. Reactant: [CH2:1]([O:3][C:4](=[O:28])[CH2:5][N:6]1[C:14]2[CH2:13][CH2:12][CH2:11][C@@H:10]([N:15]([S:17]([C:20]3[CH:21]=[N:22][C:23](Cl)=[C:24]([Br:26])[CH:25]=3)(=[O:19])=[O:18])[CH3:16])[C:9]=2[CH:8]=[N:7]1)[CH3:2].[H-].[Na+].[Cl:31][C:32]1[CH:37]=[CH:36][C:35]([OH:38])=[CH:34][CH:33]=1.Cl. Product: [CH2:1]([O:3][C:4](=[O:28])[CH2:5][N:6]1[C:14]2[CH2:13][CH2:12][CH2:11][C@@H:10]([N:15]([S:17]([C:20]3[CH:21]=[N:22][C:23]([O:38][C:35]4[CH:36]=[CH:37][C:32]([Cl:31])=[CH:33][CH:34]=4)=[C:24]([Br:26])[CH:25]=3)(=[O:18])=[O:19])[CH3:16])[C:9]=2[CH:8]=[N:7]1)[CH3:2]. (4) Product: [CH2:1]([O:3][C:4]([C:6]1[N:7]=[C:8]2[CH:13]=[N:12][CH:11]=[C:10]([Br:15])[N:9]2[CH:14]=1)=[O:5])[CH3:2]. The catalyst class is: 8. Reactant: [CH2:1]([O:3][C:4]([C:6]1[N:7]=[C:8]2[CH:13]=[N:12][CH:11]=[CH:10][N:9]2[CH:14]=1)=[O:5])[CH3:2].[Br:15]Br.